The task is: Predict which catalyst facilitates the given reaction.. This data is from Catalyst prediction with 721,799 reactions and 888 catalyst types from USPTO. (1) Product: [CH3:7][CH:8]1[CH:13]=[C:12]([CH3:14])[CH2:11][CH2:10][CH:9]1[CH2:15][O:16][C:1](=[O:5])[C:2]([O:17][CH2:15][CH:9]1[CH2:10][CH2:11][C:12]([CH3:14])=[CH:13][CH:8]1[CH3:7])=[O:3]. Reactant: [C:1](Cl)(=[O:5])[C:2](Cl)=[O:3].[CH3:7][CH:8]1[CH:13]=[C:12]([CH3:14])[CH2:11][CH2:10][CH:9]1[CH2:15][OH:16].[OH2:17]. The catalyst class is: 17. (2) Reactant: [Cl:1][C:2]1[CH:18]=[CH:17][C:5]2[CH2:6][CH2:7][N:8]([C:11](=[O:16])[C:12]([F:15])([F:14])[F:13])[CH2:9][CH2:10][C:4]=2[C:3]=1[NH:19][CH2:20][C:21]1[CH:26]=[CH:25][C:24]([C:27]2([CH3:32])OCC[O:28]2)=[CH:23][CH:22]=1.Cl. Product: [C:27]([C:24]1[CH:23]=[CH:22][C:21]([CH2:20][NH:19][C:3]2[C:4]3[CH2:10][CH2:9][N:8]([C:11](=[O:16])[C:12]([F:14])([F:15])[F:13])[CH2:7][CH2:6][C:5]=3[CH:17]=[CH:18][C:2]=2[Cl:1])=[CH:26][CH:25]=1)(=[O:28])[CH3:32]. The catalyst class is: 5. (3) Reactant: [C:1]([CH2:4][C:5](=[O:7])[CH3:6])(=O)[CH3:2].[CH3:8][C:9]1[CH:10]=[C:11]([CH:13]=[CH:14][CH:15]=1)[NH2:12].C1(C)C=CC(S(O)(=O)=O)=CC=1. Product: [CH3:8][C:9]1[CH:10]=[C:11]([NH:12][C:1]([CH3:2])=[CH:4][C:5](=[O:7])[CH3:6])[CH:13]=[CH:14][CH:15]=1. The catalyst class is: 11. (4) Reactant: [Br:1][C:2]1[CH:7]=[CH:6][C:5]([CH2:8][C:9]([NH:11][CH2:12][C@H:13]([OH:20])[C:14]2[CH:15]=[N:16][CH:17]=[CH:18][CH:19]=2)=O)=[CH:4][CH:3]=1.CO.[ClH:23]. Product: [ClH:23].[ClH:23].[Br:1][C:2]1[CH:7]=[CH:6][C:5]([CH2:8][CH2:9][NH:11][CH2:12][C@@H:13]([C:14]2[CH:15]=[N:16][CH:17]=[CH:18][CH:19]=2)[OH:20])=[CH:4][CH:3]=1. The catalyst class is: 7. (5) Reactant: C[O:2][C:3]([C:5]1[S:9][C:8]([CH:10]([CH3:12])[CH3:11])=[N:7][C:6]=1[CH2:13][CH3:14])=O.[H-].[H-].[H-].[H-].[Li+].[Al+3]. Product: [CH2:13]([C:6]1[N:7]=[C:8]([CH:10]([CH3:11])[CH3:12])[S:9][C:5]=1[CH2:3][OH:2])[CH3:14]. The catalyst class is: 1. (6) The catalyst class is: 13. Reactant: [S:1]1[C:5]2[CH2:6][S:7][CH2:8][C:4]=2[N:3]=[C:2]1[C:9](=[O:17])[CH:10]([CH2:15][CH3:16])[CH2:11][CH2:12][CH2:13][CH3:14].ClC1C=C(C(OO)=O)C=CC=1. Product: [CH2:15]([CH:10]([CH2:11][CH2:12][CH2:13][CH3:14])[C:9]([C:2]1[S:1][C:5]2[C:4](=[CH:8][S:7][CH:6]=2)[N:3]=1)=[O:17])[CH3:16].